Dataset: Full USPTO retrosynthesis dataset with 1.9M reactions from patents (1976-2016). Task: Predict the reactants needed to synthesize the given product. (1) Given the product [CH3:1][O:2][C:3](=[O:13])[C:4]([CH3:12])([CH3:11])[CH2:5][O:6][C:16]1[CH:17]=[CH:18][CH:19]=[CH:20][C:15]=1[Br:14], predict the reactants needed to synthesize it. The reactants are: [CH3:1][O:2][C:3](=[O:13])[C:4]([CH3:12])([CH3:11])[CH2:5][O:6]S(C)(=O)=O.[Br:14][C:15]1[CH:20]=[CH:19][CH:18]=[CH:17][C:16]=1O.C([O-])([O-])=O.[Cs+].[Cs+]. (2) Given the product [F:40][C:28]([F:39])([F:27])[S:29]([C:32]1[CH:33]=[C:34]([NH:38][C:12]([C:11]2[CH:10]=[N:9][N:8]3[C:3]([C:2]([F:26])([F:25])[F:1])=[CH:4][C:5]([C:15]4[CH:20]=[CH:19][C:18]([C:21]([F:24])([F:22])[F:23])=[CH:17][CH:16]=4)=[N:6][C:7]=23)=[O:13])[CH:35]=[CH:36][CH:37]=1)(=[O:30])=[O:31], predict the reactants needed to synthesize it. The reactants are: [F:1][C:2]([F:26])([F:25])[C:3]1[N:8]2[N:9]=[CH:10][C:11]([C:12](O)=[O:13])=[C:7]2[N:6]=[C:5]([C:15]2[CH:20]=[CH:19][C:18]([C:21]([F:24])([F:23])[F:22])=[CH:17][CH:16]=2)[CH:4]=1.[F:27][C:28]([F:40])([F:39])[S:29]([C:32]1[CH:33]=[C:34]([NH2:38])[CH:35]=[CH:36][CH:37]=1)(=[O:31])=[O:30]. (3) Given the product [CH3:1][C:2]1[O:6][C:5]([C:7]2[CH:12]=[CH:11][CH:10]=[CH:9][CH:8]=2)=[N:4][C:3]=1[CH2:13][O:14][C:15]1[CH:16]=[CH:17][C:18]([S:21][C:22]2[S:23][C:24]([CH2:33][CH2:34][C:35]([OH:37])=[O:36])=[C:25]([C:27]3[CH:28]=[CH:29][CH:30]=[CH:31][CH:32]=3)[N:26]=2)=[CH:19][CH:20]=1, predict the reactants needed to synthesize it. The reactants are: [CH3:1][C:2]1[O:6][C:5]([C:7]2[CH:12]=[CH:11][CH:10]=[CH:9][CH:8]=2)=[N:4][C:3]=1[CH2:13][O:14][C:15]1[CH:20]=[CH:19][C:18]([S:21][C:22]2[S:23][C:24]([CH2:33][CH2:34][C:35]([O:37]C)=[O:36])=[C:25]([C:27]3[CH:32]=[CH:31][CH:30]=[CH:29][CH:28]=3)[N:26]=2)=[CH:17][CH:16]=1.O.[OH-].[Li+].O1CCCC1.Cl. (4) Given the product [F:13][C:10]([F:11])([F:12])[C:6]1[CH:5]=[C:4]([CH:3]([NH:14][C:32](=[O:33])[O:34][CH2:35][CH2:36][Br:37])[CH2:2][NH:1][C:38](=[O:41])[O:39][C:26]([CH3:28])([CH3:43])[CH3:27])[CH:9]=[CH:8][CH:7]=1, predict the reactants needed to synthesize it. The reactants are: [NH2:1][CH2:2][CH:3]([NH:14]C(=O)OC(C)(C)C)[C:4]1[CH:9]=[CH:8][CH:7]=[C:6]([C:10]([F:13])([F:12])[F:11])[CH:5]=1.C(N(CC)[CH:26]([CH3:28])[CH3:27])(C)C.Cl[C:32]([O:34][CH2:35][CH2:36][Br:37])=[O:33].[C:38](=[O:41])([O-])[OH:39].[Na+].[C:43](#N)C. (5) Given the product [C:13]([O:17][C:18]([N:20]1[CH2:25][CH2:24][CH2:23][CH:22]([CH2:26][CH2:27][CH2:28][N:5]2[C:1](=[O:11])[C:2]3[C:3](=[CH:7][CH:8]=[CH:9][CH:10]=3)[C:4]2=[O:6])[CH2:21]1)=[O:19])([CH3:16])([CH3:15])[CH3:14], predict the reactants needed to synthesize it. The reactants are: [C:1]1(=[O:11])[NH:5][C:4](=[O:6])[C:3]2=[CH:7][CH:8]=[CH:9][CH:10]=[C:2]12.[K].[C:13]([O:17][C:18]([N:20]1[CH2:25][CH2:24][CH2:23][CH:22]([CH2:26][CH2:27][CH2:28]OS(C)(=O)=O)[CH2:21]1)=[O:19])([CH3:16])([CH3:15])[CH3:14]. (6) The reactants are: Cl[C:2]1[CH:20]=[CH:19][C:5]2[CH:6]=[CH:7][C:8]3[CH:18]=[CH:17][CH:16]=[CH:15][C:9]=3[N:10]([C:12](=[O:14])[CH3:13])[CH2:11][C:4]=2[N:3]=1.[C:21]([C:24]1[CH:29]=[CH:28][CH:27]=[CH:26][C:25]=1B(O)O)([OH:23])=[O:22].C(N1C2C=CC=CC=2C=CC2N=C(C3C=NC(OC)=CC=3)C(F)=CC=2C1)(=O)C. Given the product [C:12]([N:10]1[C:9]2[CH:15]=[CH:16][CH:17]=[CH:18][C:8]=2[CH:7]=[CH:6][C:5]2[CH:19]=[CH:20][C:2]([C:25]3[CH:26]=[CH:27][CH:28]=[CH:29][C:24]=3[C:21]([OH:23])=[O:22])=[N:3][C:4]=2[CH2:11]1)(=[O:14])[CH3:13], predict the reactants needed to synthesize it. (7) Given the product [CH2:12]([NH:19][C:2]1[C:10]2[C:6](=[N:7][O:8][N:9]=2)[CH:5]=[C:4]([Br:11])[CH:3]=1)[C:13]1[CH:18]=[CH:17][CH:16]=[CH:15][CH:14]=1, predict the reactants needed to synthesize it. The reactants are: Br[C:2]1[C:10]2[C:6](=[N:7][O:8][N:9]=2)[CH:5]=[C:4]([Br:11])[CH:3]=1.[CH2:12]([NH2:19])[C:13]1[CH:18]=[CH:17][CH:16]=[CH:15][CH:14]=1. (8) Given the product [ClH:8].[CH3:1][O:2][C:3]1[CH:10]=[CH:9][C:6]([CH2:7][NH:14][C:12](=[NH:11])[SH:13])=[CH:5][CH:4]=1, predict the reactants needed to synthesize it. The reactants are: [CH3:1][O:2][C:3]1[CH:10]=[CH:9][C:6]([CH2:7][Cl:8])=[CH:5][CH:4]=1.[NH2:11][C:12]([NH2:14])=[S:13]. (9) Given the product [Cl:17][C:14]1[N:13]=[CH:12][C:11]2[C:10]([C:18]([NH2:20])=[O:19])=[N:9][N:8]([C:4]3[CH:5]=[CH:6][CH:7]=[C:2]([C:22]#[C:21][C@:23]4([OH:30])[CH2:27][CH2:26][N:25]([CH3:28])[C:24]4=[O:29])[CH:3]=3)[C:16]=2[CH:15]=1, predict the reactants needed to synthesize it. The reactants are: Br[C:2]1[CH:3]=[C:4]([N:8]2[C:16]3[CH:15]=[C:14]([Cl:17])[N:13]=[CH:12][C:11]=3[C:10]([C:18]([NH2:20])=[O:19])=[N:9]2)[CH:5]=[CH:6][CH:7]=1.[C:21]([C@:23]1([OH:30])[CH2:27][CH2:26][N:25]([CH3:28])[C:24]1=[O:29])#[CH:22]. (10) Given the product [CH2:1]([O:8][C:9]1[CH:10]=[CH:11][C:12]([CH3:17])=[C:13](/[CH:14]=[N:20]/[OH:19])[CH:16]=1)[C:2]1[CH:7]=[CH:6][CH:5]=[CH:4][CH:3]=1, predict the reactants needed to synthesize it. The reactants are: [CH2:1]([O:8][C:9]1[CH:10]=[CH:11][C:12]([CH3:17])=[C:13]([CH:16]=1)[CH:14]=O)[C:2]1[CH:7]=[CH:6][CH:5]=[CH:4][CH:3]=1.[Cl-].[OH:19][NH3+:20].C(=O)(O)[O-].[Na+].